This data is from Forward reaction prediction with 1.9M reactions from USPTO patents (1976-2016). The task is: Predict the product of the given reaction. (1) Given the reactants [Cl:1][C:2]1[N:3]=[C:4](Cl)[C:5]2[C:10]([Cl:11])=[CH:9][N:8]([CH2:12][O:13][CH2:14][CH2:15][Si:16]([CH3:19])([CH3:18])[CH3:17])[C:6]=2[N:7]=1.[F:21][C:22]1[CH:23]=[C:24]([OH:31])[CH:25]=[C:26]([N+:28]([O-:30])=[O:29])[CH:27]=1.C(=O)([O-])[O-].[K+].[K+].O, predict the reaction product. The product is: [Cl:1][C:2]1[N:3]=[C:4]([O:31][C:24]2[CH:25]=[C:26]([N+:28]([O-:30])=[O:29])[CH:27]=[C:22]([F:21])[CH:23]=2)[C:5]2[C:10]([Cl:11])=[CH:9][N:8]([CH2:12][O:13][CH2:14][CH2:15][Si:16]([CH3:19])([CH3:18])[CH3:17])[C:6]=2[N:7]=1. (2) Given the reactants [C:1](=[NH:14])([C:8]1[CH:13]=[CH:12][CH:11]=[CH:10][CH:9]=1)[C:2]1[CH:7]=[CH:6][CH:5]=[CH:4][CH:3]=1.Br.[Br:16][C:17]1[S:21][C:20](N)=[N:19][CH:18]=1, predict the reaction product. The product is: [Br:16][C:17]1[S:21][C:20]([N:14]=[C:1]([C:8]2[CH:9]=[CH:10][CH:11]=[CH:12][CH:13]=2)[C:2]2[CH:7]=[CH:6][CH:5]=[CH:4][CH:3]=2)=[N:19][CH:18]=1.